Dataset: Full USPTO retrosynthesis dataset with 1.9M reactions from patents (1976-2016). Task: Predict the reactants needed to synthesize the given product. Given the product [CH3:1][C:2]1[CH:3]=[CH:4][C:5]2[N:6]([C:8]([CH:22]([OH:23])[C:21]([N:20]([CH3:25])[CH3:19])=[O:24])=[C:9]([C:11]3[CH:16]=[CH:15][C:14]([CH3:17])=[CH:13][CH:12]=3)[N:10]=2)[CH:7]=1, predict the reactants needed to synthesize it. The reactants are: [CH3:1][C:2]1[CH:3]=[CH:4][C:5]2[N:6]([CH:8]=[C:9]([C:11]3[CH:16]=[CH:15][C:14]([CH3:17])=[CH:13][CH:12]=3)[N:10]=2)[CH:7]=1.O.[CH3:19][N:20]([CH3:25])[C:21](=[O:24])[CH:22]=[O:23].[CH3:19][N:20]([CH3:25])[C:21](=[O:24])[CH:22]=[O:23].C(OCC)(=O)C.CCCCCC.